Dataset: Forward reaction prediction with 1.9M reactions from USPTO patents (1976-2016). Task: Predict the product of the given reaction. Given the reactants Br[C:2]1[C:3]2[O:12][C:11]([CH2:13][N:14]3[CH2:19][CH2:18][N:17]([S:20]([CH3:23])(=[O:22])=[O:21])[CH2:16][C@H:15]3[CH3:24])=[CH:10][C:4]=2[C:5](=[O:9])[N:6]([CH3:8])[CH:7]=1.[O:25]1[CH2:28][CH:27]([CH2:29][O:30][C:31]2[CH:32]=[N:33][CH:34]=[CH:35][C:36]=2B2OC(C)(C)C(C)(C)O2)[CH2:26]1.C(=O)([O-])[O-].[K+].[K+], predict the reaction product. The product is: [CH3:8][N:6]1[CH:7]=[C:2]([C:36]2[CH:35]=[CH:34][N:33]=[CH:32][C:31]=2[O:30][CH2:29][CH:27]2[CH2:26][O:25][CH2:28]2)[C:3]2[O:12][C:11]([CH2:13][N:14]3[CH2:19][CH2:18][N:17]([S:20]([CH3:23])(=[O:22])=[O:21])[CH2:16][C@H:15]3[CH3:24])=[CH:10][C:4]=2[C:5]1=[O:9].